Dataset: Full USPTO retrosynthesis dataset with 1.9M reactions from patents (1976-2016). Task: Predict the reactants needed to synthesize the given product. (1) Given the product [N:4]1([C:7]2[N:12]=[C:11]([N:13]3[CH2:14][CH2:15][O:16][CH2:17][CH2:18]3)[N:10]=[C:9]([C:19]3[CH:20]=[CH:21][C:22]([C:23]4[N:27]=[N:28][NH:29][N:24]=4)=[CH:25][CH:26]=3)[N:8]=2)[CH2:5][CH2:6][O:1][CH2:2][CH2:3]1, predict the reactants needed to synthesize it. The reactants are: [O:1]1[CH2:6][CH2:5][N:4]([C:7]2[N:12]=[C:11]([N:13]3[CH2:18][CH2:17][O:16][CH2:15][CH2:14]3)[N:10]=[C:9]([C:19]3[CH:26]=[CH:25][C:22]([C:23]#[N:24])=[CH:21][CH:20]=3)[N:8]=2)[CH2:3][CH2:2]1.[N-:27]=[N+:28]=[N-:29].[Na+].Cl.C(N(CC)CC)C. (2) Given the product [CH3:1][C:2]1[CH:11]=[CH:10][CH:9]=[C:8]2[C:3]=1[C:4](=[O:46])[N:5]([C:32]1[CH:37]=[CH:36][CH:35]=[C:34]([C:59]#[C:58][Si:55]([CH3:57])([CH3:56])[CH3:54])[CH:33]=1)[C:6]([CH:12]([NH:14][C:15]1[N:23]=[CH:22][N:21]=[C:20]3[C:16]=1[N:17]=[CH:18][N:19]3[CH2:24][O:25][CH2:26][CH2:27][Si:28]([CH3:29])([CH3:31])[CH3:30])[CH3:13])=[N:7]2, predict the reactants needed to synthesize it. The reactants are: [CH3:1][C:2]1[CH:11]=[CH:10][CH:9]=[C:8]2[C:3]=1[C:4](=[O:46])[N:5]([C:32]1[CH:33]=[C:34](OS(C(F)(F)F)(=O)=O)[CH:35]=[CH:36][CH:37]=1)[C:6]([CH:12]([NH:14][C:15]1[N:23]=[CH:22][N:21]=[C:20]3[C:16]=1[N:17]=[CH:18][N:19]3[CH2:24][O:25][CH2:26][CH2:27][Si:28]([CH3:31])([CH3:30])[CH3:29])[CH3:13])=[N:7]2.C(N(CC)CC)C.[CH3:54][Si:55]([C:58]#[CH:59])([CH3:57])[CH3:56].